Dataset: Forward reaction prediction with 1.9M reactions from USPTO patents (1976-2016). Task: Predict the product of the given reaction. (1) The product is: [CH3:42][O:41][C:39]1[CH:40]=[C:35]([CH2:34][CH2:33][C:23]2[CH:22]=[C:21]([NH:20][C:15](=[O:17])[C:14]3[CH:13]=[CH:12][C:11]([O:10][CH3:9])=[CH:19][CH:18]=3)[NH:25][N:24]=2)[CH:36]=[C:37]([O:43][CH3:44])[CH:38]=1. Given the reactants ClC(N(C)C)=C(C)C.[CH3:9][O:10][C:11]1[CH:19]=[CH:18][C:14]([C:15]([OH:17])=O)=[CH:13][CH:12]=1.[NH2:20][C:21]1[N:25](C(OC(C)(C)C)=O)[N:24]=[C:23]([CH2:33][CH2:34][C:35]2[CH:40]=[C:39]([O:41][CH3:42])[CH:38]=[C:37]([O:43][CH3:44])[CH:36]=2)[CH:22]=1.N1C=CC=CC=1.C(O)(C(F)(F)F)=O, predict the reaction product. (2) Given the reactants [Cl:1][C:2]1[N:3]=[C:4]([C:7]2[CH:12]=[CH:11][C:10]([NH:13][C:14](=[O:23])[O:15][CH2:16][CH:17]3[CH2:22][CH2:21][NH:20][CH2:19][CH2:18]3)=[CH:9][CH:8]=2)[S:5][CH:6]=1.[CH:24]1([CH:30]=O)[CH2:29][CH2:28][CH2:27][CH2:26][CH2:25]1.C(O[BH-](OC(=O)C)OC(=O)C)(=O)C.[Na+].C([O-])(O)=O.[Na+], predict the reaction product. The product is: [Cl:1][C:2]1[N:3]=[C:4]([C:7]2[CH:12]=[CH:11][C:10]([NH:13][C:14](=[O:23])[O:15][CH2:16][CH:17]3[CH2:22][CH2:21][N:20]([CH2:30][CH:24]4[CH2:29][CH2:28][CH2:27][CH2:26][CH2:25]4)[CH2:19][CH2:18]3)=[CH:9][CH:8]=2)[S:5][CH:6]=1. (3) Given the reactants [Cl:1][C:2]1[CH:3]=[C:4]([CH:19]=[CH:20][C:21]=1[Cl:22])[NH:5][CH:6]1[CH2:11][CH2:10][N:9](C(OC(C)(C)C)=O)[CH2:8][CH2:7]1.[F:23][C:24]([F:29])([F:28])[C:25]([OH:27])=[O:26], predict the reaction product. The product is: [F:23][C:24]([F:29])([F:28])[C:25]([OH:27])=[O:26].[Cl:1][C:2]1[CH:3]=[C:4]([NH:5][CH:6]2[CH2:11][CH2:10][NH:9][CH2:8][CH2:7]2)[CH:19]=[CH:20][C:21]=1[Cl:22]. (4) Given the reactants [OH:1][C:2]([CH3:33])([CH3:32])[CH2:3][C@@:4]1([C:26]2[CH:31]=[CH:30][CH:29]=[CH:28][CH:27]=2)[O:9][C:8](=[O:10])[N:7]([C@H:11]([C:13]2[CH:18]=[CH:17][C:16]([C:19]#[C:20][C:21]3([OH:25])[CH2:24][NH:23][CH2:22]3)=[CH:15][CH:14]=2)[CH3:12])[CH2:6][CH2:5]1.Cl[C:35]([O:37][CH3:38])=[O:36], predict the reaction product. The product is: [OH:25][C:21]1([C:20]#[C:19][C:16]2[CH:15]=[CH:14][C:13]([C@@H:11]([N:7]3[CH2:6][CH2:5][C@:4]([CH2:3][C:2]([OH:1])([CH3:32])[CH3:33])([C:26]4[CH:31]=[CH:30][CH:29]=[CH:28][CH:27]=4)[O:9][C:8]3=[O:10])[CH3:12])=[CH:18][CH:17]=2)[CH2:24][N:23]([C:35]([O:37][CH3:38])=[O:36])[CH2:22]1.